Task: Predict the reaction yield, written as a fraction of the theoretical maximum amount of product (1.0 means a 100% yield; for example, 0.34 means a 34% yield).. Dataset: Reaction yield outcomes from USPTO patents with 853,638 reactions (1) The reactants are Cl.[CH:2]([NH:5][C:6](=[O:27])[NH:7][C:8]1[CH:13]=[C:12]([C:14]2[S:15][CH:16]=[CH:17][CH:18]=2)[CH:11]=[CH:10][C:9]=1[NH:19]C(=O)OC(C)(C)C)([CH3:4])[CH3:3]. The catalyst is O1CCOCC1.CO. The product is [NH2:19][C:9]1[CH:10]=[CH:11][C:12]([C:14]2[S:15][CH:16]=[CH:17][CH:18]=2)=[CH:13][C:8]=1[NH:7][C:6]([NH:5][CH:2]([CH3:4])[CH3:3])=[O:27]. The yield is 0.910. (2) The reactants are C([O:4][C:5]1[C:24]([Cl:25])=[CH:23][C:22]([Cl:26])=[CH:21][C:6]=1[C:7]([NH:9][C@H:10]([C:18]([OH:20])=[O:19])[CH2:11][C:12]1[CH:17]=[CH:16][CH:15]=[CH:14][CH:13]=1)=[O:8])(=O)C.[OH-].[Na+].Cl. The catalyst is C(O)C.O. The product is [Cl:25][C:24]1[C:5]([OH:4])=[C:6]([CH:21]=[C:22]([Cl:26])[CH:23]=1)[C:7]([NH:9][C@H:10]([C:18]([OH:20])=[O:19])[CH2:11][C:12]1[CH:13]=[CH:14][CH:15]=[CH:16][CH:17]=1)=[O:8]. The yield is 0.980. (3) The catalyst is CO. The reactants are [NH3:1].[N:2]([C:5]1[CH:10]=[CH:9][C:8]([C:11]2[O:15][N:14]=[C:13]([CH3:16])[CH:12]=2)=[C:7]([O:17][CH3:18])[CH:6]=1)=[C:3]=[S:4]. The product is [CH3:18][O:17][C:7]1[CH:6]=[C:5]([NH:2][C:3]([NH2:1])=[S:4])[CH:10]=[CH:9][C:8]=1[C:11]1[O:15][N:14]=[C:13]([CH3:16])[CH:12]=1. The yield is 0.990. (4) The reactants are [CH2:1]([Li])[CH2:2][CH2:3]C.C[N:7]([CH3:10])CC.C(#N)C.[Cl:14][C:15]1[CH:16]=[C:17]([N:31]2[C:36](=[O:37])[NH:35][C:34](=[O:38])[CH:33]=[N:32]2)[CH:18]=[C:19]([Cl:30])[C:20]=1[C:21](=O)C1C=CC(Cl)=CC=1.[NH4+].[Cl-:40].[CH2:41]1[CH2:45][O:44][CH2:43][CH2:42]1. No catalyst specified. The product is [Cl:30][C:19]1[CH:18]=[C:17]([N:31]2[C:36](=[O:37])[NH:35][C:34](=[O:38])[CH:33]=[N:32]2)[CH:16]=[C:15]([Cl:14])[C:20]=1[CH2:21][C:45]([C:41]1[CH:3]=[CH:2][C:1]([Cl:40])=[CH:43][CH:42]=1)([OH:44])[C:10]#[N:7]. The yield is 0.0800. (5) The reactants are [C:1]([Cl:4])(=[O:3])[CH3:2].[C:5]([C:7]1[CH:15]=[CH:14][C:10]([C:11]([OH:13])=[O:12])=[CH:9][CH:8]=1)#[N:6]. The catalyst is CCO. The product is [ClH:4].[CH2:1]([O:3][C:5](=[NH:6])[C:7]1[CH:15]=[CH:14][C:10]([C:11]([OH:13])=[O:12])=[CH:9][CH:8]=1)[CH3:2]. The yield is 0.650. (6) The reactants are CS(C)=O.C(Cl)(=O)C(Cl)=O.[OH:11][CH:12]([C:24]([CH3:27])([CH3:26])[CH3:25])[CH2:13][CH:14]1[O:18][N:17]=[C:16]([C:19]([O:21][CH2:22][CH3:23])=[O:20])[CH2:15]1.C(N(CC)CC)C. The catalyst is ClCCl. The product is [CH3:26][C:24]([CH3:25])([CH3:27])[C:12](=[O:11])[CH2:13][CH:14]1[O:18][N:17]=[C:16]([C:19]([O:21][CH2:22][CH3:23])=[O:20])[CH2:15]1. The yield is 0.730. (7) The reactants are [S:1]1[CH:5]=[CH:4][CH:3]=[C:2]1[C:6](Cl)=[O:7].[C:9]([O:13][C:14]([N:16]1[CH2:21][CH2:20][NH:19][CH2:18][CH2:17]1)=[O:15])([CH3:12])([CH3:11])[CH3:10]. The catalyst is CN(C1C=CN=CC=1)C.N1C=CC=CC=1. The product is [C:9]([O:13][C:14]([N:16]1[CH2:21][CH2:20][N:19]([C:6]([C:2]2[S:1][CH:5]=[CH:4][CH:3]=2)=[O:7])[CH2:18][CH2:17]1)=[O:15])([CH3:12])([CH3:10])[CH3:11]. The yield is 0.880. (8) The reactants are [F:1][C:2]([F:19])([F:18])[O:3][C:4]1[CH:5]=[C:6]([CH:15]=[CH:16][CH:17]=1)[O:7][C:8]1[CH:9]=[C:10]([CH:12]=[CH:13][CH:14]=1)[NH2:11].[F:20][C:21]([F:34])([O:25][C:26]1[CH:27]=[C:28]([CH:31]=[CH:32][CH:33]=1)[CH:29]=O)[CH:22]([F:24])[F:23].C(O[BH-](OC(=O)C)OC(=O)C)(=O)C.[Na+].C(O)(=O)C. The catalyst is ClC(Cl)C. The product is [F:1][C:2]([F:18])([F:19])[O:3][C:4]1[CH:5]=[C:6]([CH:15]=[CH:16][CH:17]=1)[O:7][C:8]1[CH:9]=[C:10]([NH:11][CH2:29][C:28]2[CH:31]=[CH:32][CH:33]=[C:26]([O:25][C:21]([F:20])([F:34])[CH:22]([F:23])[F:24])[CH:27]=2)[CH:12]=[CH:13][CH:14]=1. The yield is 1.00. (9) The reactants are [N:1]1[CH:6]=[CH:5][CH:4]=[C:3]([C:7]2[S:11][C:10]([C:12]([O:14][CH3:15])=[O:13])=[CH:9][CH:8]=2)[N:2]=1.OO.CC(C)=[O:20].C1(C)C=CC=CC=1. The catalyst is C(O)(=O)C.C([O-])(O)=O.[Na+]. The product is [CH3:15][O:14][C:12]([C:10]1[S:11][C:7]([C:3]2[N:2]=[N+:1]([O-:20])[CH:6]=[CH:5][CH:4]=2)=[CH:8][CH:9]=1)=[O:13]. The yield is 0.560.